This data is from Full USPTO retrosynthesis dataset with 1.9M reactions from patents (1976-2016). The task is: Predict the reactants needed to synthesize the given product. (1) Given the product [C:1]1([C:7]2[O:11][C:10](/[CH:12]=[CH:13]/[C:14]([N:32]=[N+:33]=[N-:34])=[O:16])=[CH:9][CH:8]=2)[CH:6]=[CH:5][CH:4]=[CH:3][CH:2]=1, predict the reactants needed to synthesize it. The reactants are: [C:1]1([C:7]2[O:11][C:10](/[CH:12]=[CH:13]/[C:14]([OH:16])=O)=[CH:9][CH:8]=2)[CH:6]=[CH:5][CH:4]=[CH:3][CH:2]=1.CCN(CC)CC.ClC(OCC(C)C)=O.[N-:32]=[N+:33]=[N-:34].[Na+]. (2) Given the product [NH:1]([CH2:2][CH2:3][N:4]([CH3:23])[CH2:5][C@H:6]1[O:10][C@@H:9]([N:11]2[C:20]3[N:19]=[CH:18][N:17]=[C:15]([NH2:16])[C:14]=3[N:13]=[CH:12]2)[C@H:8]([OH:21])[C@@H:7]1[OH:22])[C:29]([NH2:30])=[NH:24], predict the reactants needed to synthesize it. The reactants are: [NH2:1][CH2:2][CH2:3][N:4]([CH3:23])[CH2:5][C@H:6]1[O:10][C@@H:9]([N:11]2[C:20]3[N:19]=[CH:18][N:17]=[C:15]([NH2:16])[C:14]=3[N:13]=[CH:12]2)[C@H:8]([OH:21])[C@@H:7]1[OH:22].[N:24]1([C:29](N)=[NH:30])C=CC=N1.CCN(C(C)C)C(C)C.